This data is from Peptide-MHC class II binding affinity with 134,281 pairs from IEDB. The task is: Regression. Given a peptide amino acid sequence and an MHC pseudo amino acid sequence, predict their binding affinity value. This is MHC class II binding data. (1) The peptide sequence is IKEKGKDKWIALKES. The MHC is HLA-DQA10201-DQB10202 with pseudo-sequence HLA-DQA10201-DQB10202. The binding affinity (normalized) is 0. (2) The MHC is DRB1_0101 with pseudo-sequence DRB1_0101. The binding affinity (normalized) is 0.397. The peptide sequence is QLVMKANNSVIMNGA. (3) The peptide sequence is GELQMVDKIDAAFKI. The MHC is DRB1_0101 with pseudo-sequence DRB1_0101. The binding affinity (normalized) is 0.344. (4) The peptide sequence is INLIIHYVHRAGALG. The MHC is DRB1_0802 with pseudo-sequence DRB1_0802. The binding affinity (normalized) is 0.730. (5) The peptide sequence is AAATAGTTVYGAFVA. The MHC is HLA-DPA10103-DPB10601 with pseudo-sequence HLA-DPA10103-DPB10601. The binding affinity (normalized) is 0.0794. (6) The peptide sequence is NGNELLLDLSLTKVN. The MHC is DRB3_0101 with pseudo-sequence DRB3_0101. The binding affinity (normalized) is 0.571. (7) The peptide sequence is DSGKVIPEWCCRSCT. The MHC is HLA-DQA10201-DQB10301 with pseudo-sequence HLA-DQA10201-DQB10301. The binding affinity (normalized) is 0.689. (8) The peptide sequence is AVFEAALTKAITAMS. The MHC is DRB1_0101 with pseudo-sequence DRB1_0101. The binding affinity (normalized) is 0.736. (9) The peptide sequence is KTKEGVLYVGSKTKK. The MHC is DRB1_1201 with pseudo-sequence DRB1_1201. The binding affinity (normalized) is 0.